Dataset: Full USPTO retrosynthesis dataset with 1.9M reactions from patents (1976-2016). Task: Predict the reactants needed to synthesize the given product. (1) Given the product [CH3:21][C:6]1([CH3:22])[C:5]2[C:9](=[CH:10][C:2]([NH:1][C:25](=[O:27])[CH3:26])=[CH:3][CH:4]=2)[N:8]([CH2:11][CH2:12][CH2:13][N:14]2[CH2:19][CH2:18][O:17][CH2:16][CH2:15]2)[C:7]1=[O:20], predict the reactants needed to synthesize it. The reactants are: [NH2:1][C:2]1[CH:10]=[C:9]2[C:5]([C:6]([CH3:22])([CH3:21])[C:7](=[O:20])[N:8]2[CH2:11][CH2:12][CH2:13][N:14]2[CH2:19][CH2:18][O:17][CH2:16][CH2:15]2)=[CH:4][CH:3]=1.[OH-].[Na+].[C:25](OC(=O)C)(=[O:27])[CH3:26]. (2) Given the product [CH:20]1([NH:23][C:24]([C:26]2[S:39][C:29]3=[N:30][C:31]([O:9][CH2:8][CH2:7][C:6]4[S:5][CH:4]=[N:3][C:2]=4[CH3:1])=[C:32]([Cl:35])[C:33]([CH3:34])=[C:28]3[C:27]=2[NH2:40])=[O:25])[CH2:22][CH2:21]1, predict the reactants needed to synthesize it. The reactants are: [CH3:1][C:2]1[N:3]=[CH:4][S:5][C:6]=1[CH2:7][CH2:8][OH:9].C[Si]([N-][Si](C)(C)C)(C)C.[Li+].[CH:20]1([NH:23][C:24]([C:26]2[S:39][C:29]3=[N:30][C:31](S(C)=O)=[C:32]([Cl:35])[C:33]([CH3:34])=[C:28]3[C:27]=2[NH2:40])=[O:25])[CH2:22][CH2:21]1. (3) Given the product [F:22][CH:2]([F:1])[C:3]([NH:5][CH2:6][CH2:7][C:8]1[C:16]2[C:11](=[CH:12][CH:13]=[C:14]([O:17][CH2:34][CH3:35])[CH:15]=2)[NH:10][C:9]=1[C:18]([NH:20][CH3:21])=[O:19])=[O:4], predict the reactants needed to synthesize it. The reactants are: [F:1][CH:2]([F:22])[C:3]([NH:5][CH2:6][CH2:7][C:8]1[C:16]2[C:11](=[CH:12][CH:13]=[C:14]([OH:17])[CH:15]=2)[NH:10][C:9]=1[C:18]([NH:20][CH3:21])=[O:19])=[O:4].CN(C)C=O.C(=O)([O-])[O-].[K+].[K+].[CH2:34](I)[CH3:35]. (4) Given the product [CH3:9][C:7]1[C:6](=[C:10]2[C:11]([CH3:18])=[CH:12][N:13]([CH3:17])[CH:14]=[C:15]2[CH3:16])[C:5]([CH3:19])=[CH:4][C:3](=[O:2])[CH:8]=1.[Na+:22].[I-:1], predict the reactants needed to synthesize it. The reactants are: [I-:1].[OH:2][C:3]1[CH:8]=[C:7]([CH3:9])[C:6]([C:10]2[C:15]([CH3:16])=[CH:14][N+:13]([CH3:17])=[CH:12][C:11]=2[CH3:18])=[C:5]([CH3:19])[CH:4]=1.C[O-].[Na+:22]. (5) Given the product [Cl:18][C:16]1[CH:15]=[C:14]([S:19]([NH:1][C:2]2[C:7]([OH:8])=[CH:6][C:5]([Cl:10])=[CH:4][N:3]=2)(=[O:20])=[O:21])[CH:13]=[C:12]([Cl:11])[CH:17]=1, predict the reactants needed to synthesize it. The reactants are: [NH2:1][C:2]1[C:7]([O:8]C)=[CH:6][C:5]([Cl:10])=[CH:4][N:3]=1.[Cl:11][C:12]1[CH:13]=[C:14]([S:19](Cl)(=[O:21])=[O:20])[CH:15]=[C:16]([Cl:18])[CH:17]=1.B(Br)(Br)Br. (6) Given the product [ClH:12].[O:1]=[C:2]([C:6]1[CH:11]=[CH:10][CH:9]=[CH:8][CH:7]=1)[CH2:3][C:4]([S:19][C:16]1[CH:17]=[CH:18][C:13]([Cl:12])=[CH:14][CH:15]=1)=[NH:5], predict the reactants needed to synthesize it. The reactants are: [O:1]=[C:2]([C:6]1[CH:11]=[CH:10][CH:9]=[CH:8][CH:7]=1)[CH2:3][C:4]#[N:5].[Cl:12][C:13]1[CH:18]=[CH:17][C:16]([SH:19])=[CH:15][CH:14]=1. (7) Given the product [Cl:1][C:2]1[CH:9]=[CH:8][CH:7]=[C:6]([F:10])[C:3]=1[C:4]1[N:23]=[C:24]2[CH:29]=[C:28]([CH2:30][OH:31])[CH:27]=[CH:26][N:25]2[C:12]=1[NH:11][C:13]1[CH:22]=[CH:21][C:16]2[O:17][CH2:18][CH2:19][O:20][C:15]=2[CH:14]=1, predict the reactants needed to synthesize it. The reactants are: [Cl:1][C:2]1[CH:9]=[CH:8][CH:7]=[C:6]([F:10])[C:3]=1[CH:4]=O.[N+:11]([C:13]1[CH:22]=[CH:21][C:16]2[O:17][CH2:18][CH2:19][O:20][C:15]=2[CH:14]=1)#[C-:12].[NH2:23][C:24]1[CH:29]=[C:28]([CH2:30][OH:31])[CH:27]=[CH:26][N:25]=1.[Br-].C([N+]1C=CN(C)C=1)CCC. (8) Given the product [Br:2][C:15]1[CH2:14][CH2:13][C:12]2[C:17](=[CH:18][C:19]([F:21])=[CH:20][C:11]=2[F:10])[C:16]=1[CH:7]=[O:8], predict the reactants needed to synthesize it. The reactants are: P(Br)(Br)[Br:2].CN(C)[CH:7]=[O:8].[F:10][C:11]1[CH:20]=[C:19]([F:21])[CH:18]=[C:17]2[C:12]=1[CH2:13][CH2:14][C:15](=O)[CH2:16]2.C(=O)(O)[O-].[Na+]. (9) Given the product [Br:1][C:2]1[CH:3]=[CH:4][CH:5]=[C:6]2[C:11]=1[N:10]=[C:9]([N:12]([C:13]([CH3:16])([CH3:15])[CH3:14])[CH3:19])[N:8]=[CH:7]2, predict the reactants needed to synthesize it. The reactants are: [Br:1][C:2]1[CH:3]=[CH:4][CH:5]=[C:6]2[C:11]=1[N:10]=[C:9]([NH:12][C:13]([CH3:16])([CH3:15])[CH3:14])[N:8]=[CH:7]2.[H-].[Na+].[CH3:19]I. (10) Given the product [CH3:21][N:17]1[C:18]2[C:14](=[CH:13][C:12]([N:7]3[C:8](=[O:11])[C:9]4[C:5](=[CH:4][CH:3]=[C:2]([NH:1][C:29](=[O:31])[CH3:30])[CH:10]=4)[CH2:6]3)=[CH:20][CH:19]=2)[CH:15]=[CH:16]1, predict the reactants needed to synthesize it. The reactants are: [NH2:1][C:2]1[CH:10]=[C:9]2[C:5]([CH2:6][N:7]([C:12]3[CH:13]=[C:14]4[C:18](=[CH:19][CH:20]=3)[N:17]([CH3:21])[CH:16]=[CH:15]4)[C:8]2=[O:11])=[CH:4][CH:3]=1.C(N(CC)CC)C.[C:29](OC(=O)C)(=[O:31])[CH3:30].